From a dataset of Full USPTO retrosynthesis dataset with 1.9M reactions from patents (1976-2016). Predict the reactants needed to synthesize the given product. Given the product [CH3:20][O:21][C:22]1[CH:29]=[C:28]([O:30][CH3:31])[C:27]([CH3:32])=[CH:26][C:23]=1[CH:24]([OH:25])[C:9]#[C:8][C:6]1[CH:7]=[CH:2][CH:3]=[CH:4][CH:5]=1, predict the reactants needed to synthesize it. The reactants are: F[C:2]1[CH:3]=[CH:4][C:5](OC)=[C:6]([CH:8](O)[C:9]#CC2C=CC=CC=2)[CH:7]=1.[CH3:20][O:21][C:22]1[CH:29]=[C:28]([O:30][CH3:31])[C:27]([CH3:32])=[CH:26][C:23]=1[CH:24]=[O:25].